Dataset: Full USPTO retrosynthesis dataset with 1.9M reactions from patents (1976-2016). Task: Predict the reactants needed to synthesize the given product. (1) Given the product [Cl:1][C:2]1[N:6]([CH3:7])[N:5]=[C:4]([C:8]2[CH:13]=[CH:12][C:11]([O:14][CH3:15])=[C:10]([CH3:16])[CH:9]=2)[C:3]=1[CH3:17], predict the reactants needed to synthesize it. The reactants are: [Cl:1][C:2]1[N:6]([CH3:7])[N:5]=[C:4]([C:8]2[CH:13]=[CH:12][C:11]([O:14][CH3:15])=[C:10]([CH3:16])[CH:9]=2)[C:3]=1[CH:17]=O.FC(F)(F)C(O)=O.C[SiH](C)C. (2) Given the product [CH3:1][C:14]1[C:15]([C:25]([CH3:27])([CH3:26])[CH3:28])=[CH:16][C:17]2[C:18]3[C:10](=[CH:9][C:37]([CH3:38])=[C:20]([C:21]([CH3:22])([CH3:24])[CH3:23])[CH:19]=3)[CH2:11][C:12]=2[CH:13]=1, predict the reactants needed to synthesize it. The reactants are: [CH3:1]OC(C)(C)C.BrC1[C:20]([C:21]([CH3:24])([CH3:23])[CH3:22])=[CH:19][C:18]2[C:17]3[C:12](=[CH:13][C:14](Br)=[C:15]([C:25]([CH3:28])([CH3:27])[CH3:26])[CH:16]=3)[CH2:11][C:10]=2[CH:9]=1.C[Mg]Br.Cl.C(O[CH2:37][CH3:38])C. (3) Given the product [CH2:26]([O:14][C:12]([CH:11]1[CH2:9][CH:10]([C:20]2[CH:23]=[CH:24][C:17]([F:16])=[CH:18][CH:19]=2)[C:7]2[C:5](=[CH:4][CH:3]=[C:2]([Cl:1])[CH:8]=2)[NH:6]1)=[O:13])[CH3:27], predict the reactants needed to synthesize it. The reactants are: [Cl:1][C:2]1[CH:8]=[CH:7][C:5]([NH2:6])=[CH:4][CH:3]=1.[CH2:9]([C:11](=O)[C:12]([O-:14])=[O:13])[CH3:10].[F:16][C:17]1[CH:24]=[CH:23][C:20](C=C)=[CH:19][CH:18]=1.F[C:26](F)(F)[C:27](O)=O.